Dataset: Catalyst prediction with 721,799 reactions and 888 catalyst types from USPTO. Task: Predict which catalyst facilitates the given reaction. Reactant: [NH2:1][C:2]1[CH:9]=[CH:8][C:7]([Br:10])=[CH:6][C:3]=1[C:4]#[N:5].[OH-:11].[Na+].OO. Product: [NH2:1][C:2]1[CH:9]=[CH:8][C:7]([Br:10])=[CH:6][C:3]=1[C:4]([NH2:5])=[O:11]. The catalyst class is: 24.